Dataset: Catalyst prediction with 721,799 reactions and 888 catalyst types from USPTO. Task: Predict which catalyst facilitates the given reaction. Reactant: [NH:1]1[C:9]2[C:4](=[CH:5][CH:6]=[CH:7][CH:8]=2)C=[CH:2]1.C[O:11][C:12](=[O:17])[CH2:13]N=[N+]=[N-].[CH3:18][O-:19].[Na+].[CH3:21][OH:22]. Product: [O:19]1[C:5]2=[C:4]3[C:9](=[CH:8][CH:7]=[C:6]2[O:22][CH2:21][CH2:18]1)[NH:1][CH:2]=[C:13]3[C:12]([OH:11])=[O:17]. The catalyst class is: 6.